This data is from Forward reaction prediction with 1.9M reactions from USPTO patents (1976-2016). The task is: Predict the product of the given reaction. (1) Given the reactants [CH3:1][N:2]1[CH2:7][CH:6]([OH:8])[C:5]2[CH:9]=[CH:10][O:11][C:4]=2[CH2:3]1.[Cl:12][C:13]1[CH:22]=[C:21](F)[CH:20]=[CH:19][C:14]=1[C:15]([O:17][CH3:18])=[O:16], predict the reaction product. The product is: [ClH:12].[Cl:12][C:13]1[CH:22]=[C:21]([O:8][CH:6]2[CH2:7][N:2]([CH3:1])[CH2:3][C:4]3[O:11][CH:10]=[CH:9][C:5]2=3)[CH:20]=[CH:19][C:14]=1[C:15]([O:17][CH3:18])=[O:16]. (2) Given the reactants [O:1]=[C:2]1[NH:6][C:5](=[O:7])[C:4](=[CH:8][C:9]2[CH:14]=[CH:13][C:12]([C:15]3[CH:20]=[CH:19][CH:18]=[C:17]([NH:21][C:22](=[O:28])[O:23][C:24]([CH3:27])([CH3:26])[CH3:25])[CH:16]=3)=[CH:11][CH:10]=2)[S:3]1, predict the reaction product. The product is: [O:1]=[C:2]1[NH:6][C:5](=[O:7])[CH:4]([CH2:8][C:9]2[CH:10]=[CH:11][C:12]([C:15]3[CH:20]=[CH:19][CH:18]=[C:17]([NH:21][C:22](=[O:28])[O:23][C:24]([CH3:26])([CH3:25])[CH3:27])[CH:16]=3)=[CH:13][CH:14]=2)[S:3]1. (3) Given the reactants [Cl:1][C:2]1[CH:7]=[CH:6][CH:5]=[C:4]([Cl:8])[C:3]=1[CH2:9][CH2:10][C:11]1[C:15]([CH2:16][OH:17])=[C:14]([CH:18]([CH3:20])[CH3:19])[O:13][N:12]=1.O[C:22]1[CH:27]=[CH:26][C:25]([C:28]2[CH:29]=[C:30]3[C:35](=[CH:36][CH:37]=2)[C:34]([C:38]([O:40][CH2:41][CH3:42])=[O:39])=[CH:33][CH:32]=[CH:31]3)=[CH:24][CH:23]=1.C1(P(C2C=CC=CC=2)C2C=CC=CC=2)C=CC=CC=1.N(C(OC(C)C)=O)=NC(OC(C)C)=O, predict the reaction product. The product is: [Cl:1][C:2]1[CH:7]=[CH:6][CH:5]=[C:4]([Cl:8])[C:3]=1[CH2:9][CH2:10][C:11]1[C:15]([CH2:16][O:17][C:22]2[CH:23]=[CH:24][C:25]([C:28]3[CH:29]=[C:30]4[C:35](=[CH:36][CH:37]=3)[C:34]([C:38]([O:40][CH2:41][CH3:42])=[O:39])=[CH:33][CH:32]=[CH:31]4)=[CH:26][CH:27]=2)=[C:14]([CH:18]([CH3:20])[CH3:19])[O:13][N:12]=1. (4) Given the reactants [C:1]([C:5]1[CH:28]=[CH:27][C:8]([C:9]([NH:11][C:12]2[CH:17]=[CH:16][CH:15]=[C:14]([C:18]3[CH:23]=[CH:22][N:21]=[C:20]([NH2:24])[C:19]=3[NH2:25])[C:13]=2[CH3:26])=[O:10])=[CH:7][CH:6]=1)([CH3:4])([CH3:3])[CH3:2].[N:29]1([C:35]([C:37]2[CH:44]=[CH:43][C:40]([CH:41]=O)=[CH:39][CH:38]=2)=[O:36])[CH2:34][CH2:33][O:32][CH2:31][CH2:30]1.CC1C=CC(S(O)(=O)=O)=CC=1, predict the reaction product. The product is: [C:1]([C:5]1[CH:28]=[CH:27][C:8]([C:9]([NH:11][C:12]2[CH:17]=[CH:16][CH:15]=[C:14]([C:18]3[CH:23]=[CH:22][N:21]=[C:20]4[NH:24][C:41]([C:40]5[CH:43]=[CH:44][C:37]([C:35]([N:29]6[CH2:34][CH2:33][O:32][CH2:31][CH2:30]6)=[O:36])=[CH:38][CH:39]=5)=[N:25][C:19]=34)[C:13]=2[CH3:26])=[O:10])=[CH:7][CH:6]=1)([CH3:4])([CH3:2])[CH3:3]. (5) Given the reactants [F:1][C:2]1[CH:7]=[CH:6][C:5]([CH2:8][C:9]2[CH:18]=[C:17]3[C:12]([C:13]([OH:33])=[C:14]([C:28]([O:30]CC)=O)[C:15](=[O:27])[N:16]3[CH2:19][C:20](=[O:26])[N:21]3[CH2:25][CH2:24][CH2:23][CH2:22]3)=[N:11][CH:10]=2)=[CH:4][CH:3]=1.[CH3:34][NH2:35], predict the reaction product. The product is: [F:1][C:2]1[CH:3]=[CH:4][C:5]([CH2:8][C:9]2[CH:18]=[C:17]3[C:12]([C:13]([OH:33])=[C:14]([C:28]([NH:35][CH3:34])=[O:30])[C:15](=[O:27])[N:16]3[CH2:19][C:20](=[O:26])[N:21]3[CH2:22][CH2:23][CH2:24][CH2:25]3)=[N:11][CH:10]=2)=[CH:6][CH:7]=1. (6) Given the reactants Cl.Cl.[NH2:3][CH2:4][CH2:5][N:6]1[C:14]2[C:13]([NH:15][C:16]3[CH:17]=[C:18]4[C:22](=[CH:23][CH:24]=3)[N:21]([CH2:25][C:26]3[CH:27]=[C:28]([CH:36]=[CH:37][CH:38]=3)[C:29]([NH:31][C:32]([CH3:35])([CH3:34])[CH3:33])=[O:30])[CH:20]=[CH:19]4)=[N:12][CH:11]=[N:10][C:9]=2[CH:8]=[CH:7]1.[OH:39][C:40]([CH3:46])([CH3:45])[CH2:41][C:42](O)=[O:43].ON1C2C=CC=CC=2N=N1.Cl.C(N=C=NCCCN(C)C)C, predict the reaction product. The product is: [C:32]([NH:31][C:29](=[O:30])[C:28]1[CH:36]=[CH:37][CH:38]=[C:26]([CH2:25][N:21]2[C:22]3[C:18](=[CH:17][C:16]([NH:15][C:13]4[C:14]5[N:6]([CH2:5][CH2:4][NH:3][C:42](=[O:43])[CH2:41][C:40]([OH:39])([CH3:46])[CH3:45])[CH:7]=[CH:8][C:9]=5[N:10]=[CH:11][N:12]=4)=[CH:24][CH:23]=3)[CH:19]=[CH:20]2)[CH:27]=1)([CH3:33])([CH3:34])[CH3:35]. (7) Given the reactants Br[C:2]1[CH:7]=[N:6][C:5]([Br:8])=[CH:4][N:3]=1.[Cl:9][C:10]1[CH:15]=[C:14]([OH:16])[CH:13]=[CH:12][N:11]=1.C([O-])([O-])=O.[Cs+].[Cs+].O, predict the reaction product. The product is: [Br:8][C:5]1[CH:4]=[N:3][C:2]([O:16][C:14]2[CH:13]=[CH:12][N:11]=[C:10]([Cl:9])[CH:15]=2)=[CH:7][N:6]=1.